Dataset: Full USPTO retrosynthesis dataset with 1.9M reactions from patents (1976-2016). Task: Predict the reactants needed to synthesize the given product. (1) Given the product [Br:1][C:2]1[CH:3]=[C:4]([C:13]2[CH:14]=[CH:15][CH:16]=[CH:17][CH:18]=2)[N:5]2[C:10]=1[CH:9]=[N:8][C:7]([S:11]([CH3:12])=[O:30])=[N:6]2, predict the reactants needed to synthesize it. The reactants are: [Br:1][C:2]1[CH:3]=[C:4]([C:13]2[CH:18]=[CH:17][CH:16]=[CH:15][CH:14]=2)[N:5]2[C:10]=1[CH:9]=[N:8][C:7]([S:11][CH3:12])=[N:6]2.C(Cl)Cl.ClC1C=CC=C(C(OO)=[O:30])C=1. (2) Given the product [C:2]([N+:6]([O-:7])=[CH:16][C:15]1[CH:18]=[CH:19][CH:20]=[CH:21][C:14]=1[S:11](=[O:13])(=[O:12])[N:10]([CH2:22][CH3:23])[CH2:8][CH3:9])([CH3:5])([CH3:4])[CH3:3], predict the reactants needed to synthesize it. The reactants are: Cl.[C:2]([NH:6][OH:7])([CH3:5])([CH3:4])[CH3:3].[CH2:8]([N:10]([CH2:22][CH3:23])[S:11]([C:14]1[CH:21]=[CH:20][CH:19]=[CH:18][C:15]=1[CH:16]=O)(=[O:13])=[O:12])[CH3:9]. (3) Given the product [C:1]1([O:7][CH2:12][CH:11]=[CH2:10])[CH:6]=[CH:5][CH:4]=[CH:3][CH:2]=1, predict the reactants needed to synthesize it. The reactants are: [C:1]1([OH:7])[CH:6]=[CH:5][CH:4]=[CH:3][CH:2]=1.[OH-].[Na+].[C:10](Cl)(=O)[CH:11]=[CH2:12]. (4) Given the product [F:22][C:23]1[CH:24]=[C:25]([C:2]2[N:7]=[CH:6][C:5]([NH:8][C:9](=[O:21])[CH2:10][CH:11]3[CH2:16][CH2:15][N:14]([S:17]([CH3:20])(=[O:19])=[O:18])[CH2:13][CH2:12]3)=[CH:4][CH:3]=2)[CH:26]=[C:27]([F:29])[CH:28]=1, predict the reactants needed to synthesize it. The reactants are: Br[C:2]1[N:7]=[CH:6][C:5]([NH:8][C:9](=[O:21])[CH2:10][CH:11]2[CH2:16][CH2:15][N:14]([S:17]([CH3:20])(=[O:19])=[O:18])[CH2:13][CH2:12]2)=[CH:4][CH:3]=1.[F:22][C:23]1[CH:24]=[C:25](B(O)O)[CH:26]=[C:27]([F:29])[CH:28]=1. (5) Given the product [CH2:33]([NH:29][C:22](=[O:23])[NH:1][CH2:2][CH2:3][CH2:4][C@H:5]1[CH2:9][NH:8]/[C:7](=[N:10]\[C:11]([C:13]2[C:18]([NH2:19])=[N:17][C:16]([NH2:20])=[C:15]([Cl:21])[N:14]=2)=[O:12])/[NH:6]1)[C:32]1[CH:39]=[CH:40][CH:35]=[CH:36][CH:37]=1, predict the reactants needed to synthesize it. The reactants are: [NH2:1][CH2:2][CH2:3][CH2:4][C@H:5]1[CH2:9][NH:8]/[C:7](=[N:10]\[C:11]([C:13]2[C:18]([NH2:19])=[N:17][C:16]([NH2:20])=[C:15]([Cl:21])[N:14]=2)=[O:12])/[NH:6]1.[C:22]([N:29]1[CH:33]=[CH:32]N=C1)(N1C=CN=C1)=[O:23].C(N)[C:35]1[CH:40]=[CH:39]C=[CH:37][CH:36]=1.C(OCC)C. (6) Given the product [NH:33]1[C:41]2[C:36](=[N:37][CH:38]=[CH:39][CH:40]=2)[N:35]=[C:34]1[C:42]([N:29]1[CH2:30][CH2:31][CH2:32][C@@H:27]([C:18]2[C:19]([N:21]([CH3:26])[S:22]([CH3:25])(=[O:24])=[O:23])=[CH:20][C:10]3[O:9][C:8]([C:5]4[CH:6]=[CH:7][C:2]([F:1])=[CH:3][CH:4]=4)=[C:12]([C:13]([NH:15][CH3:16])=[O:14])[C:11]=3[CH:17]=2)[CH2:28]1)=[O:43], predict the reactants needed to synthesize it. The reactants are: [F:1][C:2]1[CH:7]=[CH:6][C:5]([C:8]2[O:9][C:10]3[CH:20]=[C:19]([N:21]([CH3:26])[S:22]([CH3:25])(=[O:24])=[O:23])[C:18]([C@@H:27]4[CH2:32][CH2:31][CH2:30][NH:29][CH2:28]4)=[CH:17][C:11]=3[C:12]=2[C:13]([NH:15][CH3:16])=[O:14])=[CH:4][CH:3]=1.[NH:33]1[C:41]2[C:36](=[N:37][CH:38]=[CH:39][CH:40]=2)[N:35]=[C:34]1[C:42](O)=[O:43].C(N(CC)C(C)C)(C)C.CN(C)CCCN=C=NCC.